Dataset: NCI-60 drug combinations with 297,098 pairs across 59 cell lines. Task: Regression. Given two drug SMILES strings and cell line genomic features, predict the synergy score measuring deviation from expected non-interaction effect. (1) Drug 1: C1=CC(=CC=C1C#N)C(C2=CC=C(C=C2)C#N)N3C=NC=N3. Drug 2: CCCCC(=O)OCC(=O)C1(CC(C2=C(C1)C(=C3C(=C2O)C(=O)C4=C(C3=O)C=CC=C4OC)O)OC5CC(C(C(O5)C)O)NC(=O)C(F)(F)F)O. Cell line: RXF 393. Synergy scores: CSS=35.8, Synergy_ZIP=-2.32, Synergy_Bliss=-3.68, Synergy_Loewe=-5.95, Synergy_HSA=-3.79. (2) Drug 1: CC(CN1CC(=O)NC(=O)C1)N2CC(=O)NC(=O)C2. Drug 2: C1=NC2=C(N1)C(=S)N=C(N2)N. Cell line: SR. Synergy scores: CSS=79.3, Synergy_ZIP=-1.05, Synergy_Bliss=-1.47, Synergy_Loewe=-0.814, Synergy_HSA=1.43. (3) Drug 2: CN(CCCl)CCCl.Cl. Cell line: RPMI-8226. Drug 1: CCN(CC)CCNC(=O)C1=C(NC(=C1C)C=C2C3=C(C=CC(=C3)F)NC2=O)C. Synergy scores: CSS=44.0, Synergy_ZIP=-3.57, Synergy_Bliss=-6.25, Synergy_Loewe=-8.77, Synergy_HSA=-3.61.